Dataset: Reaction yield outcomes from USPTO patents with 853,638 reactions. Task: Predict the reaction yield, written as a fraction of the theoretical maximum amount of product (1.0 means a 100% yield; for example, 0.34 means a 34% yield). (1) The reactants are [OH:1][CH2:2][C:3]([CH3:25])([C:19]1[CH:24]=[CH:23][CH:22]=[CH:21][CH:20]=1)[CH2:4][CH2:5][CH2:6][CH2:7][N:8]1C(=O)C2C(=CC=CC=2)C1=O.NN.O.Cl. The catalyst is CO. The product is [NH2:8][CH2:7][CH2:6][CH2:5][CH2:4][C:3]([CH3:25])([C:19]1[CH:20]=[CH:21][CH:22]=[CH:23][CH:24]=1)[CH2:2][OH:1]. The yield is 0.840. (2) No catalyst specified. The reactants are [CH:1]([C:4]1[CH:5]=[C:6]([C:12]([NH:14][C:15]2[O:19][C:18]([C:20]([O:22]C)=[O:21])=[CH:17][CH:16]=2)=[O:13])[O:7][C:8]=1[CH:9]([CH3:11])[CH3:10])([CH3:3])[CH3:2].[OH-].[Li+]. The product is [CH:1]([C:4]1[CH:5]=[C:6]([C:12]([NH:14][C:15]2[O:19][C:18]([C:20]([OH:22])=[O:21])=[CH:17][CH:16]=2)=[O:13])[O:7][C:8]=1[CH:9]([CH3:11])[CH3:10])([CH3:2])[CH3:3]. The yield is 0.750. (3) The reactants are ClC(Cl)(O[C:5](=[O:11])OC(Cl)(Cl)Cl)Cl.[F:13][C:14]([F:22])([F:21])[CH:15]([OH:20])[C:16]([F:19])([F:18])[F:17].C(N(CC)C(C)C)(C)C.[F:32][C:33]1[CH:38]=[C:37]([C:39]2[CH:44]=[CH:43][CH:42]=[C:41]([CH3:45])[N:40]=2)[CH:36]=[CH:35][C:34]=1[CH2:46][N:47]1[CH2:52][CH2:51][NH:50][CH2:49][CH2:48]1. The catalyst is ClCCl. The product is [F:32][C:33]1[CH:38]=[C:37]([C:39]2[CH:44]=[CH:43][CH:42]=[C:41]([CH3:45])[N:40]=2)[CH:36]=[CH:35][C:34]=1[CH2:46][N:47]1[CH2:48][CH2:49][N:50]([C:5]([O:20][CH:15]([C:16]([F:19])([F:18])[F:17])[C:14]([F:22])([F:21])[F:13])=[O:11])[CH2:51][CH2:52]1. The yield is 0.400. (4) The reactants are [CH3:1][CH:2]1[CH2:7][C:6](=[O:8])[CH:5]=[C:4]([C:9]2[CH:14]=[CH:13][N:12]=[CH:11][C:10]=2[N+:15]([O-:17])=[O:16])[CH2:3]1.[BH4-].[Na+]. The catalyst is CCO. The product is [CH3:1][C@@H:2]1[CH2:7][C@H:6]([OH:8])[CH:5]=[C:4]([C:9]2[CH:14]=[CH:13][N:12]=[CH:11][C:10]=2[N+:15]([O-:17])=[O:16])[CH2:3]1. The yield is 0.940. (5) The reactants are [NH2:1][C:2]1[CH:3]=[C:4]([C:29]#[N:30])[CH:5]=[C:6]([CH:28]=1)[C:7]([NH:9][C:10]1[C:15]([CH3:16])=[CH:14][C:13]([C:17]([F:26])([C:22]([F:25])([F:24])[F:23])[C:18]([F:21])([F:20])[F:19])=[CH:12][C:11]=1[CH3:27])=[O:8].N1C=CC=CC=1.[C:37]([C:39]1[CH:47]=[CH:46][C:42]([C:43](Cl)=[O:44])=[CH:41][CH:40]=1)#[N:38].C(=O)([O-])O.[Na+]. The catalyst is O1CCCC1. The product is [C:29]([C:4]1[CH:5]=[C:6]([CH:28]=[C:2]([NH:1][C:43](=[O:44])[C:42]2[CH:46]=[CH:47][C:39]([C:37]#[N:38])=[CH:40][CH:41]=2)[CH:3]=1)[C:7]([NH:9][C:10]1[C:11]([CH3:27])=[CH:12][C:13]([C:17]([F:26])([C:18]([F:19])([F:20])[F:21])[C:22]([F:23])([F:24])[F:25])=[CH:14][C:15]=1[CH3:16])=[O:8])#[N:30]. The yield is 0.719. (6) The reactants are [N:1]1[CH:6]=[CH:5][CH:4]=[C:3](B(O)O)[CH:2]=1.Br[C:11]1[CH:12]=[C:13]2[C:17](=[CH:18][CH:19]=1)[N:16]([S:20]([C:23]1[CH:28]=[CH:27][CH:26]=[CH:25][CH:24]=1)(=[O:22])=[O:21])[CH:15]=[C:14]2[C:29]1[CH2:30][CH2:31][N:32]([CH3:35])[CH2:33][CH:34]=1.C(O)CC.C([O-])([O-])=O.[Na+].[Na+]. The catalyst is O.C1C=CC([P]([Pd]([P](C2C=CC=CC=2)(C2C=CC=CC=2)C2C=CC=CC=2)([P](C2C=CC=CC=2)(C2C=CC=CC=2)C2C=CC=CC=2)[P](C2C=CC=CC=2)(C2C=CC=CC=2)C2C=CC=CC=2)(C2C=CC=CC=2)C2C=CC=CC=2)=CC=1. The product is [CH3:35][N:32]1[CH2:33][CH:34]=[C:29]([C:14]2[C:13]3[C:17](=[CH:18][CH:19]=[C:11]([C:4]4[CH:5]=[CH:6][N:1]=[CH:2][CH:3]=4)[CH:12]=3)[N:16]([S:20]([C:23]3[CH:28]=[CH:27][CH:26]=[CH:25][CH:24]=3)(=[O:22])=[O:21])[CH:15]=2)[CH2:30][CH2:31]1. The yield is 0.425. (7) The yield is 0.900. The catalyst is CC(C)=O. The reactants are [CH2:1]([O:3][C:4](=[O:18])[CH2:5][CH2:6][CH2:7][CH2:8][CH2:9][CH2:10][O:11][C:12]1[CH:17]=[CH:16][CH:15]=[CH:14][CH:13]=1)[CH3:2].[CH2:19]([O:26]C1C=CC(O)=CC=1)[C:20]1[CH:25]=[CH:24][CH:23]=[CH:22][CH:21]=1.C1OCCOCCOCCOCCOCCOC1.C(=O)([O-])[O-].[K+].[K+].BrCCCCCCC(OCC)=O. The product is [CH2:1]([O:3][C:4](=[O:18])[CH2:5][CH2:6][CH2:7][CH2:8][CH2:9][CH2:10][O:11][C:12]1[CH:13]=[CH:14][C:15]([O:26][CH2:19][C:20]2[CH:25]=[CH:24][CH:23]=[CH:22][CH:21]=2)=[CH:16][CH:17]=1)[CH3:2]. (8) The yield is 0.920. The catalyst is C(O)C. The reactants are Br[CH2:2][C:3]([C:5]1[CH:10]=[CH:9][CH:8]=[CH:7][C:6]=1[O:11][CH3:12])=O.[NH2:13][C:14]([NH2:16])=[S:15]. The product is [CH3:12][O:11][C:6]1[CH:7]=[CH:8][CH:9]=[CH:10][C:5]=1[C:3]1[N:13]=[C:14]([NH2:16])[S:15][CH:2]=1. (9) The reactants are [OH:1][CH2:2][CH2:3][C:4]1([OH:9])[CH2:8][CH2:7][CH2:6][CH2:5]1.[CH3:10][S:11](Cl)(=[O:13])=[O:12]. The catalyst is ClCCl. The product is [CH3:10][S:11]([O:1][CH2:2][CH2:3][C:4]1([OH:9])[CH2:8][CH2:7][CH2:6][CH2:5]1)(=[O:13])=[O:12]. The yield is 0.311.